This data is from Forward reaction prediction with 1.9M reactions from USPTO patents (1976-2016). The task is: Predict the product of the given reaction. Given the reactants [F:1][C:2]([F:18])([F:17])[S:3]([O:6][C:7]1[CH:15]=[CH:14][CH:13]=[C:12]2[C:8]=1[C:9]([CH3:16])=[N:10][NH:11]2)(=[O:5])=[O:4].C(N(CC)CC)C.[C:26]([O:30][C:31](O[C:31]([O:30][C:26]([CH3:29])([CH3:28])[CH3:27])=[O:32])=[O:32])([CH3:29])([CH3:28])[CH3:27], predict the reaction product. The product is: [CH3:16][C:9]1[C:8]2[C:12](=[CH:13][CH:14]=[CH:15][C:7]=2[O:6][S:3]([C:2]([F:1])([F:17])[F:18])(=[O:5])=[O:4])[N:11]([C:31]([O:30][C:26]([CH3:29])([CH3:28])[CH3:27])=[O:32])[N:10]=1.